This data is from Peptide-MHC class I binding affinity with 185,985 pairs from IEDB/IMGT. The task is: Regression. Given a peptide amino acid sequence and an MHC pseudo amino acid sequence, predict their binding affinity value. This is MHC class I binding data. (1) The peptide sequence is VELVAEMDG. The MHC is HLA-B40:02 with pseudo-sequence HLA-B40:02. The binding affinity (normalized) is 0. (2) The peptide sequence is SVIGTFVAEF. The MHC is HLA-A30:02 with pseudo-sequence HLA-A30:02. The binding affinity (normalized) is 0.565. (3) The peptide sequence is FTFGDTALYV. The MHC is HLA-A02:06 with pseudo-sequence HLA-A02:06. The binding affinity (normalized) is 0.884. (4) The peptide sequence is ALKRAQSEL. The MHC is HLA-A02:03 with pseudo-sequence HLA-A02:03. The binding affinity (normalized) is 0.709.